From a dataset of Full USPTO retrosynthesis dataset with 1.9M reactions from patents (1976-2016). Predict the reactants needed to synthesize the given product. (1) Given the product [F:19][C:20]([F:26])([F:25])[CH2:21][C:22]([NH:1][N:2]1[N:11]=[C:10]([N:12]2[CH2:17][CH2:16][O:15][CH2:14][CH2:13]2)[C:9]2[C:4](=[CH:5][CH:6]=[CH:7][CH:8]=2)[C:3]1=[O:18])=[O:23], predict the reactants needed to synthesize it. The reactants are: [NH2:1][N:2]1[N:11]=[C:10]([N:12]2[CH2:17][CH2:16][O:15][CH2:14][CH2:13]2)[C:9]2[C:4](=[CH:5][CH:6]=[CH:7][CH:8]=2)[C:3]1=[O:18].[F:19][C:20]([F:26])([F:25])[CH2:21][C:22](O)=[O:23]. (2) Given the product [CH3:1][O:2][C:3]1[CH:11]=[CH:10][C:6]([C:7]([O:9][CH2:20][C:21]2[CH:26]=[CH:25][CH:24]=[CH:23][CH:22]=2)=[O:8])=[CH:5][C:4]=1[N+:12]([O-:14])=[O:13], predict the reactants needed to synthesize it. The reactants are: [CH3:1][O:2][C:3]1[CH:11]=[CH:10][C:6]([C:7]([OH:9])=[O:8])=[CH:5][C:4]=1[N+:12]([O-:14])=[O:13].C(=O)(O)[O-].[Na+].[CH2:20](Br)[C:21]1[CH:26]=[CH:25][CH:24]=[CH:23][CH:22]=1.Cl. (3) The reactants are: [CH3:1][C:2]1([CH3:16])[C:6]([CH3:8])([CH3:7])[O:5][B:4]([C:9]([CH2:11][O:12][CH2:13][CH:14]=C)=C)[O:3]1.N#N. Given the product [O:12]1[CH2:13][CH:14]=[C:9]([B:4]2[O:5][C:6]([CH3:7])([CH3:8])[C:2]([CH3:1])([CH3:16])[O:3]2)[CH2:11]1, predict the reactants needed to synthesize it. (4) Given the product [Si:1]([O:8][CH2:9][C:10]1[N:11]([C:21]2[CH:26]=[CH:25][CH:24]=[CH:23][CH:22]=2)[C:12](=[O:20])[C:13]2[N:14]([CH:16]=[CH:17][C:18]=2[CH3:19])[CH:15]=1)([C:4]([CH3:7])([CH3:6])[CH3:5])([CH3:3])[CH3:2], predict the reactants needed to synthesize it. The reactants are: [Si:1]([O:8][CH2:9][C:10]1[NH:11][C:12](=[O:20])[C:13]2[N:14]([CH:16]=[CH:17][C:18]=2[CH3:19])[CH:15]=1)([C:4]([CH3:7])([CH3:6])[CH3:5])([CH3:3])[CH3:2].[C:21]1(B(O)O)[CH:26]=[CH:25][CH:24]=[CH:23][CH:22]=1.N1C=CC=CC=1.